This data is from Full USPTO retrosynthesis dataset with 1.9M reactions from patents (1976-2016). The task is: Predict the reactants needed to synthesize the given product. Given the product [NH:8]1[C:10](=[O:11])[C:9](=[O:15])[NH:1][C:2]2[N:3]=[CH:4][CH:5]=[CH:6][C:7]1=2, predict the reactants needed to synthesize it. The reactants are: [NH2:1][C:2]1[C:7]([NH2:8])=[CH:6][CH:5]=[CH:4][N:3]=1.[C:9](OCC)(=[O:15])[C:10](OCC)=[O:11].